This data is from Experimentally validated miRNA-target interactions with 360,000+ pairs, plus equal number of negative samples. The task is: Binary Classification. Given a miRNA mature sequence and a target amino acid sequence, predict their likelihood of interaction. The miRNA is mmu-miR-491-5p with sequence AGUGGGGAACCCUUCCAUGAGG. The protein sequence of the target gene is MFEKYPGKMEGLFRHNPYMAFPPAVPGLPPGLPPAVSFGSLQGAFQPKNTNPELPPRLGPVLSGLPQKGTQIPDHFRPPLRKPGKWCAMHVRVAYMILRHQEKMKGDSHKLDFRNDLLPCLPGPYGALPPGQELSHPASLFTATGAVHAAANPFTTAPGAHGPFLSPSTHIDPFGRPTSFASLAALSNGAFGGLGSPTFNSSAVFAQKESPGAPPAFASPPDPWGRLHRSPLAFPAWVRPPETARTPGSDKERPMERREPSVTKEEKDRDLPFSRPQLRVSPATPKARAGEEGARPAKES.... Result: 1 (interaction).